This data is from CYP2C9 inhibition data for predicting drug metabolism from PubChem BioAssay. The task is: Regression/Classification. Given a drug SMILES string, predict its absorption, distribution, metabolism, or excretion properties. Task type varies by dataset: regression for continuous measurements (e.g., permeability, clearance, half-life) or binary classification for categorical outcomes (e.g., BBB penetration, CYP inhibition). Dataset: cyp2c9_veith. (1) The compound is CCN1C(=O)[C@H]2CC[C@@H]3/C(=N\O[C@@H]4O[C@@H](COC(C)=O)[C@@H](OC(C)=O)[C@@H](OC(C)=O)[C@H]4OC(C)=O)C[C@@H](O)[C@@H](O)[C@@H]3[C@@H]2C1=O. The result is 0 (non-inhibitor). (2) The molecule is COc1cccc(C2C3(C#N)C(N)=NC(OC)(OC)C23C#N)c1. The result is 0 (non-inhibitor). (3) The compound is CN1CCN(c2ncc3ncc(=O)n(Cc4cccs4)c3n2)CC1. The result is 0 (non-inhibitor). (4) The molecule is COC1=C(C)C(=O)c2c(c(COC(N)=O)c3n2C[C@@H]2[C@@H]3N2C)C1=O. The result is 0 (non-inhibitor). (5) The molecule is COc1ccc(S(=O)(=O)N/N=C(/C)c2cccc(NC(=O)c3ccccc3Cl)c2)cc1. The result is 1 (inhibitor).